The task is: Regression. Given a peptide amino acid sequence and an MHC pseudo amino acid sequence, predict their binding affinity value. This is MHC class I binding data.. This data is from Peptide-MHC class I binding affinity with 185,985 pairs from IEDB/IMGT. (1) The peptide sequence is TPIFSDLLKY. The MHC is HLA-B51:01 with pseudo-sequence HLA-B51:01. The binding affinity (normalized) is 0.0102. (2) The peptide sequence is IISAEKTPIR. The binding affinity (normalized) is 0.227. The MHC is HLA-A33:01 with pseudo-sequence HLA-A33:01. (3) The peptide sequence is APRTLVLLL. The MHC is HLA-B07:02 with pseudo-sequence HLA-B07:02. The binding affinity (normalized) is 0.540. (4) The peptide sequence is KVRGRLLAL. The MHC is HLA-A11:01 with pseudo-sequence HLA-A11:01. The binding affinity (normalized) is 0.0847. (5) The peptide sequence is TEGLCVDIPG. The MHC is HLA-B44:02 with pseudo-sequence HLA-B44:02. The binding affinity (normalized) is 0.0133. (6) The peptide sequence is DDDDKKKYI. The binding affinity (normalized) is 0.120. The MHC is H-2-Kk with pseudo-sequence H-2-Kk. (7) The peptide sequence is STYQPLPLY. The binding affinity (normalized) is 0.661. The MHC is HLA-A26:01 with pseudo-sequence HLA-A26:01.